Dataset: Experimentally validated miRNA-target interactions with 360,000+ pairs, plus equal number of negative samples. Task: Binary Classification. Given a miRNA mature sequence and a target amino acid sequence, predict their likelihood of interaction. (1) The miRNA is hsa-miR-7158-3p with sequence CUGAACUAGAGAUUGGGCCCA. The protein sequence of the target gene is MAVARHGCPPWGSILGLLVLALAAAAAWDVSFLRCSLGSFCECDFWPDLPGLECDLARHLAGQHLAKALVVKSLKAFVQDPAPSKPLVLSLHGWTGTGKSYVSSLLAQYLFRGGLRSPHVHHFSPIIHFPHPSHTEQYKNELKSWVQGNLTACGRSLFLFDEMDKLPPGLMEVLKPFLGPSWVVYGTNYRKAIFIFISNTGGEQINQVALEAWRSRRDREEISLQEVEPAVSQAVLDNPHHGFWRSGIMEEQLLDAVVPFLPLQRHHVRHCVLNELAQLGLEPREEVVQAVLDSTTYFPE.... Result: 0 (no interaction). (2) The miRNA is bta-miR-145 with sequence GUCCAGUUUUCCCAGGAAUCCCU. The protein sequence of the target gene is MEEEEYEQIPQENPPEELSQDPVLELSGGLREKEQKTPRRLRLILMGKTGSGKSATGNSILGRDVFESKLSTRPVTKTSQRRSREWAGKELEVIDTPNILSPQVSPEVADAICQAIVLSAPGPHAVLLVTQLGRFTDEDQQVVRRLQEVFGVGVLGHTILVFTRKEDLAGGSLEDYVRETNNQALAWLDVTLARRHCGFNNRAQGEEQEAQLRELMEKVEAIMWENEGDYYSNKAYQYTQQNFRLKELQERQVSQGQGSEDVPGEESWLEGLSQIQKESEEAHRCLLGKADL. Result: 0 (no interaction).